This data is from CYP2C19 inhibition data for predicting drug metabolism from PubChem BioAssay. The task is: Regression/Classification. Given a drug SMILES string, predict its absorption, distribution, metabolism, or excretion properties. Task type varies by dataset: regression for continuous measurements (e.g., permeability, clearance, half-life) or binary classification for categorical outcomes (e.g., BBB penetration, CYP inhibition). Dataset: cyp2c19_veith. (1) The drug is C[N+]1(C)[C@H]2CC[C@H]1CC(OC(=O)[C@@H](CO)c1ccccc1)C2. The result is 0 (non-inhibitor). (2) The molecule is N[C@H](Cc1cc(I)c(Oc2ccc(O)c(I)c2)c(I)c1)C(=O)O. The result is 0 (non-inhibitor). (3) The compound is COc1ccc(-c2nc3cnc(OC)nc3n(-c3ccccc3)c2=O)cc1. The result is 0 (non-inhibitor). (4) The molecule is N#CCCn1c(=O)c(-c2ccc(F)cc2)nc2cnc(Oc3ccccc3)nc21. The result is 0 (non-inhibitor). (5) The drug is O=C1CS[C@@H](c2ccccc2Cl)c2cc(Cl)ccc2N1. The result is 1 (inhibitor).